From a dataset of Peptide-MHC class I binding affinity with 185,985 pairs from IEDB/IMGT. Regression. Given a peptide amino acid sequence and an MHC pseudo amino acid sequence, predict their binding affinity value. This is MHC class I binding data. (1) The peptide sequence is QAIMDKNIIL. The MHC is HLA-A02:01 with pseudo-sequence HLA-A02:01. The binding affinity (normalized) is 0.360. (2) The peptide sequence is LMALTDSGPKA. The MHC is Mamu-B01 with pseudo-sequence Mamu-B01. The binding affinity (normalized) is 0. (3) The peptide sequence is VELQIGWTV. The MHC is HLA-A31:01 with pseudo-sequence HLA-A31:01. The binding affinity (normalized) is 0.0847. (4) The peptide sequence is SVMATEEPT. The MHC is HLA-A02:01 with pseudo-sequence HLA-A02:01. The binding affinity (normalized) is 0. (5) The peptide sequence is WLGDVWQEK. The MHC is HLA-B27:03 with pseudo-sequence HLA-B27:03. The binding affinity (normalized) is 0.0847. (6) The peptide sequence is DISVNASKTI. The MHC is HLA-A02:02 with pseudo-sequence HLA-A02:02. The binding affinity (normalized) is 0.00615. (7) The peptide sequence is FAYVTSQII. The MHC is HLA-B51:01 with pseudo-sequence HLA-B51:01. The binding affinity (normalized) is 0.811. (8) The peptide sequence is RFPKQVAI. The MHC is Mamu-A01 with pseudo-sequence Mamu-A01. The binding affinity (normalized) is 0. (9) The peptide sequence is WIIKNSWTA. The MHC is HLA-A02:01 with pseudo-sequence HLA-A02:01. The binding affinity (normalized) is 0.517.